From a dataset of Forward reaction prediction with 1.9M reactions from USPTO patents (1976-2016). Predict the product of the given reaction. (1) Given the reactants ClC1C=C(F)C=CC=1COC1CCN(CC2C(C3CC3)=CC(C(OC(C)(C)C)=O)=C(F)C=2)CC1.[CH:35]1([C:38]2[C:39]([O:52][C@@H:53]3[CH2:58][CH2:57][CH2:56][N:55]([C:59]4[CH:64]=[CH:63][C:62]([F:65])=[CH:61][N:60]=4)[CH2:54]3)=[CH:40][C:41]([F:51])=[C:42]([CH:50]=2)[C:43]([O:45]C(C)(C)C)=[O:44])[CH2:37][CH2:36]1, predict the reaction product. The product is: [CH:35]1([C:38]2[C:39]([O:52][C@@H:53]3[CH2:58][CH2:57][CH2:56][N:55]([C:59]4[CH:64]=[CH:63][C:62]([F:65])=[CH:61][N:60]=4)[CH2:54]3)=[CH:40][C:41]([F:51])=[C:42]([CH:50]=2)[C:43]([OH:45])=[O:44])[CH2:37][CH2:36]1. (2) Given the reactants [C:1](=[O:4])([O-])[O-].[K+].[K+].CN(C)C=O.O[C:13]1[CH:18]=C[N:16]=[CH:15][CH:14]=1.I[C:20]1[CH:25]=[CH:24][C:23]([O:26][CH3:27])=[CH:22][CH:21]=1, predict the reaction product. The product is: [CH3:27][O:26][C:23]1[CH:24]=[CH:25][C:20]([N:16]2[CH:15]=[CH:14][CH:13]=[CH:18][C:1]2=[O:4])=[CH:21][CH:22]=1. (3) Given the reactants [C:1]([O:6][CH3:7])(=[O:5])[C@@H:2]([CH3:4])[OH:3].C(N(CC)CC)C.[C:15]1([CH3:25])[CH:20]=[CH:19][C:18](S(Cl)(=O)=O)=[CH:17][CH:16]=1, predict the reaction product. The product is: [CH3:25][C:15]1[CH:20]=[CH:19][C:18]([O:3][C@H:2]([CH3:4])[C:1]([O:6][CH3:7])=[O:5])=[CH:17][CH:16]=1. (4) Given the reactants Cl[C:2]1[CH:3]=[CH:4][C:5]2[N:6]([C:8]([CH:11]([C:13]3[C:14]([F:24])=[C:15]4[C:20](=[CH:21][C:22]=3[F:23])[N:19]=[CH:18][CH:17]=[CH:16]4)[CH3:12])=[CH:9][N:10]=2)[N:7]=1.[F-].[K+].[CH3:27][CH:28]1[NH:33][CH2:32][CH2:31][NH:30][CH2:29]1.CN1C(=[O:40])CCC1, predict the reaction product. The product is: [F:24][C:14]1[C:13]([CH:11]([C:8]2[N:6]3[N:7]=[C:2]([N:33]4[CH2:32][CH2:31][NH:30][C:29](=[O:40])[CH:28]4[CH3:27])[CH:3]=[CH:4][C:5]3=[N:10][CH:9]=2)[CH3:12])=[C:22]([F:23])[CH:21]=[C:20]2[C:15]=1[CH:16]=[CH:17][CH:18]=[N:19]2.